This data is from Forward reaction prediction with 1.9M reactions from USPTO patents (1976-2016). The task is: Predict the product of the given reaction. (1) Given the reactants [F:1][C:2]1[CH:7]=[CH:6][CH:5]=[CH:4][C:3]=1B(O)O.C(O)C.Br[C:15]1[CH:16]=[N:17][C:18]([N:21]2[C:29]3[C:24](=[CH:25][CH:26]=[C:27]([C:30]([O:32][CH3:33])=[O:31])[CH:28]=3)[C:23]([S:34][CH3:35])=[CH:22]2)=[N:19][CH:20]=1, predict the reaction product. The product is: [F:1][C:2]1[CH:7]=[CH:6][CH:5]=[CH:4][C:3]=1[C:15]1[CH:20]=[N:19][C:18]([N:21]2[C:29]3[C:24](=[CH:25][CH:26]=[C:27]([C:30]([O:32][CH3:33])=[O:31])[CH:28]=3)[C:23]([S:34][CH3:35])=[CH:22]2)=[N:17][CH:16]=1. (2) Given the reactants [CH3:1][C:2]1[N:19](S(C2C=CC=CC=2)(=O)=O)[C:5]2=[N:6][CH:7]=[CH:8][C:9](B3OC(C)(C)C(C)(C)O3)=[C:4]2[CH:3]=1.[O-]P([O-])([O-])=O.[K+].[K+].[K+].Br[C:38]1[S:42][C:41]([S:43]([NH:46][CH:47]2[CH2:51][CH2:50][S:49](=[O:53])(=[O:52])[CH2:48]2)(=[O:45])=[O:44])=[CH:40][CH:39]=1.[OH-].[Na+].Cl, predict the reaction product. The product is: [O:53]=[S:49]1(=[O:52])[CH2:50][CH2:51][CH:47]([NH:46][S:43]([C:41]2[S:42][C:38]([C:9]3[CH:8]=[CH:7][N:6]=[C:5]4[NH:19][C:2]([CH3:1])=[CH:3][C:4]=34)=[CH:39][CH:40]=2)(=[O:45])=[O:44])[CH2:48]1.